From a dataset of Reaction yield outcomes from USPTO patents with 853,638 reactions. Predict the reaction yield, written as a fraction of the theoretical maximum amount of product (1.0 means a 100% yield; for example, 0.34 means a 34% yield). (1) The reactants are [Si:1]([O:8][C@@H:9]1[CH:14]=[C:13]([C:15]2[CH:20]=[CH:19][N:18]=[CH:17][C:16]=2[N+:21]([O-:23])=[O:22])[CH2:12][C@H:11]([CH3:24])[C@@:10]1([CH2:26][OH:27])[OH:25])([C:4]([CH3:7])([CH3:6])[CH3:5])([CH3:3])[CH3:2].N1C=CC=CC=1.[C:34](Cl)(=[O:36])[CH3:35]. The catalyst is C(Cl)Cl. The product is [C:34]([O:27][CH2:26][C@@:10]1([OH:25])[C@@H:11]([CH3:24])[CH2:12][C:13]([C:15]2[CH:20]=[CH:19][N:18]=[CH:17][C:16]=2[N+:21]([O-:23])=[O:22])=[CH:14][C@H:9]1[O:8][Si:1]([C:4]([CH3:6])([CH3:5])[CH3:7])([CH3:3])[CH3:2])(=[O:36])[CH3:35]. The yield is 0.900. (2) The yield is 0.950. The reactants are [CH:1]1([CH2:5][N:6]2[CH2:19][CH2:18][C@@:17]34[C:20]5[C:26]6[CH2:27][C@@H:7]2[C@@H:8]3[CH2:9][CH2:10][C:11]2([C@@H:16]4[O:22][C:21]=5[C:23]([C:28]#[N:29])=[CH:24][CH:25]=6)OCC[O:12]2)[CH2:4][CH2:3][CH2:2]1. The product is [CH:1]1([CH2:5][N:6]2[CH2:19][CH2:18][C@@:17]34[C:20]5[C:26]6[CH2:27][C@@H:7]2[C@@H:8]3[CH2:9][CH2:10][C:11](=[O:12])[C@@H:16]4[O:22][C:21]=5[C:23]([C:28]#[N:29])=[CH:24][CH:25]=6)[CH2:2][CH2:3][CH2:4]1. The catalyst is Cl. (3) The reactants are [CH:1]([C:3]1[S:7][CH:6]=[C:5]([CH2:8][NH:9][CH2:10][C@@H:11]([OH:28])[C@@H:12]([NH:20][C:21](=[O:27])[O:22][C:23]([CH3:26])([CH3:25])[CH3:24])[CH2:13][C:14]2[CH:19]=[CH:18][CH:17]=[CH:16][CH:15]=2)[CH:4]=1)=[CH2:2]. The catalyst is CCO.[Pd]. The product is [CH2:1]([C:3]1[S:7][CH:6]=[C:5]([CH2:8][NH:9][CH2:10][C@@H:11]([OH:28])[C@@H:12]([NH:20][C:21](=[O:27])[O:22][C:23]([CH3:25])([CH3:24])[CH3:26])[CH2:13][C:14]2[CH:15]=[CH:16][CH:17]=[CH:18][CH:19]=2)[CH:4]=1)[CH3:2]. The yield is 0.790. (4) The reactants are [Cl:1][C:2]1[CH:3]=[C:4]([CH2:10][C:11]([OH:13])=[O:12])[CH:5]=[CH:6][C:7]=1[S:8][CH3:9].S(=O)(=O)(O)O.[CH3:19]O. No catalyst specified. The product is [CH3:19][O:12][C:11](=[O:13])[CH2:10][C:4]1[CH:5]=[CH:6][C:7]([S:8][CH3:9])=[C:2]([Cl:1])[CH:3]=1. The yield is 0.994. (5) The reactants are [Cl:1][C:2]1[CH:22]=[CH:21][CH:20]=[CH:19][C:3]=1[CH:4]([O:12][CH:13]1[CH2:18][CH2:17][NH:16][CH2:15][CH2:14]1)[C:5]1[CH:10]=[CH:9][CH:8]=[CH:7][C:6]=1[Cl:11].[Cl:23][C:24]1[CH:25]=[C:26]([N:32]=[C:33]=[O:34])[CH:27]=[CH:28][C:29]=1[O:30][CH3:31].C(N(CC)CC)C. The catalyst is ClCCl. The product is [Cl:11][C:6]1[CH:7]=[CH:8][CH:9]=[CH:10][C:5]=1[CH:4]([O:12][CH:13]1[CH2:18][CH2:17][N:16]([C:33]([NH:32][C:26]2[CH:27]=[CH:28][C:29]([O:30][CH3:31])=[C:24]([Cl:23])[CH:25]=2)=[O:34])[CH2:15][CH2:14]1)[C:3]1[CH:19]=[CH:20][CH:21]=[CH:22][C:2]=1[Cl:1]. The yield is 0.210. (6) The reactants are [NH2:1][C:2]([CH:7]1[CH2:16][CH2:15][C:14]2[C:9](=[CH:10][CH:11]=[C:12]([OH:17])[CH:13]=2)[CH2:8]1)([CH2:5][OH:6])[CH2:3][OH:4].O1CCCC1.O.C(=O)(O)[O-].[Na+].[C:29]([O:33][C:34](O[C:34]([O:33][C:29]([CH3:32])([CH3:31])[CH3:30])=[O:35])=[O:35])([CH3:32])([CH3:31])[CH3:30]. The catalyst is CCOCC. The product is [OH:4][CH2:3][C:2]([NH:1][C:34](=[O:35])[O:33][C:29]([CH3:32])([CH3:31])[CH3:30])([CH:7]1[CH2:16][CH2:15][C:14]2[C:9](=[CH:10][CH:11]=[C:12]([OH:17])[CH:13]=2)[CH2:8]1)[CH2:5][OH:6]. The yield is 0.0500.